From a dataset of Reaction yield outcomes from USPTO patents with 853,638 reactions. Predict the reaction yield, written as a fraction of the theoretical maximum amount of product (1.0 means a 100% yield; for example, 0.34 means a 34% yield). (1) The reactants are [C:1]([N:8]1[CH2:12][CH2:11][C@H:10]([N:13]([CH:21]2[CH2:26][CH2:25][C:24]([CH3:28])([CH3:27])[CH2:23][CH2:22]2)[C:14](=[O:20])[C:15]([CH3:19])([CH3:18])[CH:16]=[O:17])[CH2:9]1)([O:3][C:4]([CH3:7])([CH3:6])[CH3:5])=[O:2].[CH3:29][Mg]Br.Cl. The catalyst is C1COCC1. The product is [C:1]([N:8]1[CH2:12][CH2:11][CH:10]([N:13]([CH:21]2[CH2:26][CH2:25][C:24]([CH3:28])([CH3:27])[CH2:23][CH2:22]2)[C:14](=[O:20])[C:15]([CH3:19])([CH3:18])[CH:16]([OH:17])[CH3:29])[CH2:9]1)([O:3][C:4]([CH3:5])([CH3:6])[CH3:7])=[O:2]. The yield is 0.920. (2) The reactants are [CH3:1][O:2][C:3](=[O:20])[C:4]1[CH:9]=[CH:8][C:7]([N:10]2[C:14]([NH2:15])=[CH:13][C:12]([C:16]([CH3:19])([CH3:18])[CH3:17])=[N:11]2)=[CH:6][CH:5]=1.Cl[C:22]([O:24][C:25]1[CH:30]=[CH:29][CH:28]=[CH:27][CH:26]=1)=[O:23].C(=O)([O-])[O-].[Na+].[Na+].C(OCC)(=O)C. The catalyst is C1COCC1. The product is [CH3:1][O:2][C:3](=[O:20])[C:4]1[CH:5]=[CH:6][C:7]([N:10]2[C:14]([NH:15][C:22]([O:24][C:25]3[CH:30]=[CH:29][CH:28]=[CH:27][CH:26]=3)=[O:23])=[CH:13][C:12]([C:16]([CH3:17])([CH3:19])[CH3:18])=[N:11]2)=[CH:8][CH:9]=1. The yield is 0.560. (3) The reactants are I.[NH2:2][C:3]1[C:4]([C:11]([NH:13][C:14](=[NH:17])SC)=[O:12])=[N:5][C:6]([Cl:10])=[C:7]([NH2:9])[N:8]=1.OCCOC1C=CC([CH2:28][CH2:29][CH2:30][CH2:31][NH2:32])=CC=1.CO.C(N(C(C)C)CC)(C)C. The catalyst is C1COCC1. The product is [ClH:10].[CH2:31]([NH:32][C:14]([NH:13][C:11]([C:4]1[C:3]([NH2:2])=[N:8][C:7]([NH2:9])=[C:6]([Cl:10])[N:5]=1)=[O:12])=[NH:17])[CH2:30][CH2:29][CH3:28]. The yield is 0.730. (4) The product is [F:1][C:2]1[CH:3]=[C:4]([NH:35][C:36](=[O:42])[C:37]([NH:53][CH2:52][CH2:51][C:46]2[CH:47]=[CH:48][CH:49]=[CH:50][C:45]=2[O:44][CH3:43])=[O:38])[CH:5]=[CH:6][C:7]=1[O:8][C:9]1[CH:14]=[CH:13][N:12]=[C:11]2[CH:15]=[C:16]([C:18]3[CH:23]=[CH:22][C:21]([O:24][CH2:25][CH2:26][N:27]4[CH2:32][CH2:31][O:30][CH2:29][CH2:28]4)=[C:20]([O:33][CH3:34])[CH:19]=3)[S:17][C:10]=12. The reactants are [F:1][C:2]1[CH:3]=[C:4]([NH:35][C:36](=[O:42])[C:37](OCC)=[O:38])[CH:5]=[CH:6][C:7]=1[O:8][C:9]1[CH:14]=[CH:13][N:12]=[C:11]2[CH:15]=[C:16]([C:18]3[CH:23]=[CH:22][C:21]([O:24][CH2:25][CH2:26][N:27]4[CH2:32][CH2:31][O:30][CH2:29][CH2:28]4)=[C:20]([O:33][CH3:34])[CH:19]=3)[S:17][C:10]=12.[CH3:43][O:44][C:45]1[CH:50]=[CH:49][CH:48]=[CH:47][C:46]=1[CH2:51][CH2:52][NH2:53]. No catalyst specified. The yield is 0.570. (5) The reactants are [SH:1][C:2]1[CH:10]=[CH:9][C:5]([C:6]([OH:8])=[O:7])=[CH:4][CH:3]=1.CCN(C(C)C)C(C)C.Br[CH2:21][CH2:22][CH2:23][CH2:24][CH2:25][CH2:26][CH2:27][CH2:28][CH2:29][C:30]([O:32][CH3:33])=[O:31].Cl.[Na+].[Cl-]. The catalyst is C1COCC1.CO.CCOC(C)=O. The product is [CH3:33][O:32][C:30]([CH2:29][CH2:28][CH2:27][CH2:26][CH2:25][CH2:24][CH2:23][CH2:22][CH2:21][S:1][C:2]1[CH:10]=[CH:9][C:5]([C:6]([OH:8])=[O:7])=[CH:4][CH:3]=1)=[O:31]. The yield is 1.00. (6) The reactants are Cl[C:2]1[N:10]=[C:9]([C:11]([F:14])([F:13])[F:12])[N:8]=[C:7]2[C:3]=1[NH:4][CH:5]=[N:6]2.[CH:15]1([NH2:18])[CH2:17][CH2:16]1. The catalyst is C(O)C. The product is [CH:15]1([NH:18][C:2]2[N:10]=[C:9]([C:11]([F:14])([F:13])[F:12])[N:8]=[C:7]3[C:3]=2[NH:4][CH:5]=[N:6]3)[CH2:17][CH2:16]1. The yield is 0.620. (7) The reactants are [CH:1]([C:4]1[CH:9]=[CH:8][C:7]([C:10]2[O:11][C:12]([C:15]3[CH:16]=[C:17]([CH:22]=[CH:23][CH:24]=3)[C:18]([O:20]C)=[O:19])=[CH:13][N:14]=2)=[CH:6][CH:5]=1)([CH3:3])[CH3:2].[Li+].[OH-]. The catalyst is CO.O. The product is [CH:1]([C:4]1[CH:5]=[CH:6][C:7]([C:10]2[O:11][C:12]([C:15]3[CH:16]=[C:17]([CH:22]=[CH:23][CH:24]=3)[C:18]([OH:20])=[O:19])=[CH:13][N:14]=2)=[CH:8][CH:9]=1)([CH3:3])[CH3:2]. The yield is 0.910. (8) The catalyst is CS(C)=O. The reactants are F[C:2]1[CH:9]=[C:8]([N+:10]([O-:12])=[O:11])[CH:7]=[CH:6][C:3]=1[C:4]#[N:5].[CH3:13][O:14][C:15](=[O:18])[CH2:16][NH2:17].C(N(CC)CC)C.O. The yield is 0.980. The product is [CH3:13][O:14][C:15](=[O:18])[CH2:16][NH:17][C:2]1[CH:9]=[C:8]([N+:10]([O-:12])=[O:11])[CH:7]=[CH:6][C:3]=1[C:4]#[N:5]. (9) The reactants are Br[C:2]1[CH:7]=[CH:6][C:5]([C:8]([F:11])([F:10])[F:9])=[CH:4][N:3]=1.[CH3:12][C@H:13]1[CH2:18][NH:17][CH2:16][CH2:15][NH:14]1.C(N(CC)CC)C. The catalyst is C1(C)C=CC=CC=1.C(OCC)(=O)C. The product is [CH3:12][C@@H:13]1[NH:14][CH2:15][CH2:16][N:17]([C:2]2[CH:7]=[CH:6][C:5]([C:8]([F:11])([F:10])[F:9])=[CH:4][N:3]=2)[CH2:18]1. The yield is 0.810. (10) The reactants are [F:1][C:2]1[CH:15]=[C:14]([N+:16]([O-:18])=[O:17])[CH:13]=[CH:12][C:3]=1[O:4][C:5]1[CH:10]=[CH:9][N:8]=[C:7]([NH2:11])[CH:6]=1.[CH2:19]([N:21]([CH2:24][CH3:25])[CH2:22]C)[CH3:20].ClC(OC1C=CC=CC=1)=[O:28].N1CCCC1. The catalyst is C1COCC1.[Cl-].[NH4+].ClCCl. The product is [F:1][C:2]1[CH:15]=[C:14]([N+:16]([O-:18])=[O:17])[CH:13]=[CH:12][C:3]=1[O:4][C:5]1[CH:10]=[CH:9][N:8]=[C:7]([NH:11][C:22]([N:21]2[CH2:24][CH2:25][CH2:20][CH2:19]2)=[O:28])[CH:6]=1. The yield is 0.880.